Dataset: Catalyst prediction with 721,799 reactions and 888 catalyst types from USPTO. Task: Predict which catalyst facilitates the given reaction. (1) Reactant: Cl.[F:2][C:3]1[CH:32]=[CH:31][C:6]2[C:7]([CH:10]3[CH2:15][CH2:14][N:13]([CH2:16][CH2:17][C:18]4[C:23](=[O:24])[N:22]5[CH2:25][CH2:26][CH2:27][CH:28]([OH:29])[C:21]5=[N:20][C:19]=4[CH3:30])[CH2:12][CH2:11]3)=[N:8][O:9][C:5]=2[CH:4]=1.Cl.C.C(N(CC)CC)C. Product: [CH3:30][C:19]1[N:20]=[C:21]2[N:22]([CH2:25][CH2:26][CH2:27][CH:28]2[OH:29])[C:23](=[O:24])[C:18]=1[CH2:17][CH2:16][N:13]1[CH2:14][CH2:15][CH:10]([C:7]2[C:6]3[CH:31]=[CH:32][C:3]([F:2])=[CH:4][C:5]=3[O:9][N:8]=2)[CH2:11][CH2:12]1. The catalyst class is: 72. (2) Reactant: [CH3:1][C:2]1[CH:3]=[C:4]([CH:7]=[CH:8][C:9]=1[N+:10]([O-:12])=[O:11])[CH2:5]Cl.[F:13][C:14]([F:25])([F:24])[C:15]1[CH:19]=[C:18]([C:20]([F:23])([F:22])[F:21])[NH:17][N:16]=1.C(=O)([O-])[O-].[K+].[K+].O. Product: [CH3:1][C:2]1[CH:3]=[C:4]([CH:7]=[CH:8][C:9]=1[N+:10]([O-:12])=[O:11])[CH2:5][N:16]1[C:15]([C:14]([F:13])([F:25])[F:24])=[CH:19][C:18]([C:20]([F:21])([F:22])[F:23])=[N:17]1. The catalyst class is: 3. (3) Reactant: Br[C:2]1[CH:3]=[CH:4][C:5]([F:20])=[C:6]([C:8]2[CH:13]=[CH:12][C:11]([S:14]([CH3:17])(=[O:16])=[O:15])=[CH:10][C:9]=2[O:18][CH3:19])[CH:7]=1.[B:21]1([B:21]2[O:25][C:24]([CH3:27])([CH3:26])[C:23]([CH3:29])([CH3:28])[O:22]2)[O:25][C:24]([CH3:27])([CH3:26])[C:23]([CH3:29])([CH3:28])[O:22]1.C([O-])(=O)C.[K+]. The catalyst class is: 75. Product: [F:20][C:5]1[C:6]([C:8]2[CH:13]=[CH:12][C:11]([S:14]([CH3:17])(=[O:16])=[O:15])=[CH:10][C:9]=2[O:18][CH3:19])=[CH:7][C:2]([B:21]2[O:25][C:24]([CH3:27])([CH3:26])[C:23]([CH3:29])([CH3:28])[O:22]2)=[CH:3][CH:4]=1.